Dataset: Full USPTO retrosynthesis dataset with 1.9M reactions from patents (1976-2016). Task: Predict the reactants needed to synthesize the given product. (1) The reactants are: [CH2:1]([N:4]1[CH2:13][CH:12]2[C:14]3[CH:15]=[CH:16][C:17]([O:23]C)=[C:18]([O:21]C)[C:19]=3[O:20][C:10]3[C:11]2=[C:6]([CH:7]=[CH:8][CH:9]=3)[CH2:5]1)[CH2:2][CH3:3].B(Br)(Br)Br.CO. Given the product [CH2:1]([N:4]1[CH2:13][CH:12]2[C:14]3[CH:15]=[CH:16][C:17]([OH:23])=[C:18]([OH:21])[C:19]=3[O:20][C:10]3[C:11]2=[C:6]([CH:7]=[CH:8][CH:9]=3)[CH2:5]1)[CH2:2][CH3:3], predict the reactants needed to synthesize it. (2) Given the product [C:14]([C:13]1[N:8]2[C:9]3[C:4]([CH:5]=[CH:6][C:7]2=[C:37]([C:38]#[N:39])[CH:36]=1)=[C:3]([Cl:2])[CH:12]=[CH:11][CH:10]=3)(=[O:15])[C:16]1[CH:21]=[CH:20][CH:19]=[CH:18][CH:17]=1, predict the reactants needed to synthesize it. The reactants are: [Br-].[Cl:2][C:3]1[CH:12]=[CH:11][CH:10]=[C:9]2[C:4]=1[CH:5]=[CH:6][CH:7]=[N+:8]2[CH2:13][C:14]([C:16]1[CH:21]=[CH:20][CH:19]=[CH:18][CH:17]=1)=[O:15].BrCC(C1C=CC=CC=1)=O.ClC1C=C2C(=CC=1)[N:39]=[CH:38][CH:37]=[CH:36]2. (3) Given the product [Cl:12][C:5]1[C:6]([CH3:8])=[CH:7][C:2]([F:1])=[C:3]([CH2:10][OH:11])[CH:4]=1, predict the reactants needed to synthesize it. The reactants are: [F:1][C:2]1[CH:7]=[C:6]([CH3:8])[C:5](F)=[CH:4][C:3]=1[CH2:10][OH:11].[Cl:12]C1C=CC(F)=CC=1C. (4) Given the product [Cl:1][C:2]1[CH:3]=[C:4]([NH:14][C:15]2[CH:27]=[CH:26][C:25]([CH3:28])=[CH:24][C:16]=2[C:17]([OH:19])=[O:18])[CH:5]=[N:6][C:7]=1[C:8]1[CH:13]=[CH:12][CH:11]=[CH:10][CH:9]=1, predict the reactants needed to synthesize it. The reactants are: [Cl:1][C:2]1[CH:3]=[C:4]([NH:14][C:15]2[CH:27]=[CH:26][C:25]([CH3:28])=[CH:24][C:16]=2[C:17]([O:19]C(C)(C)C)=[O:18])[CH:5]=[N:6][C:7]=1[C:8]1[CH:13]=[CH:12][CH:11]=[CH:10][CH:9]=1.